This data is from NCI-60 drug combinations with 297,098 pairs across 59 cell lines. The task is: Regression. Given two drug SMILES strings and cell line genomic features, predict the synergy score measuring deviation from expected non-interaction effect. (1) Drug 1: CC(C1=C(C=CC(=C1Cl)F)Cl)OC2=C(N=CC(=C2)C3=CN(N=C3)C4CCNCC4)N. Drug 2: CC1=C(C(CCC1)(C)C)C=CC(=CC=CC(=CC(=O)O)C)C. Cell line: UACC-257. Synergy scores: CSS=-3.58, Synergy_ZIP=0.461, Synergy_Bliss=-1.32, Synergy_Loewe=-3.11, Synergy_HSA=-3.01. (2) Synergy scores: CSS=40.9, Synergy_ZIP=-4.18, Synergy_Bliss=3.40, Synergy_Loewe=4.98, Synergy_HSA=6.63. Drug 2: C1C(C(OC1N2C=NC3=C(N=C(N=C32)Cl)N)CO)O. Drug 1: COC1=C(C=C2C(=C1)N=CN=C2NC3=CC(=C(C=C3)F)Cl)OCCCN4CCOCC4. Cell line: BT-549. (3) Drug 1: CC1C(C(CC(O1)OC2CC(CC3=C2C(=C4C(=C3O)C(=O)C5=C(C4=O)C(=CC=C5)OC)O)(C(=O)CO)O)N)O.Cl. Drug 2: CN(C(=O)NC(C=O)C(C(C(CO)O)O)O)N=O. Cell line: DU-145. Synergy scores: CSS=-4.52, Synergy_ZIP=3.23, Synergy_Bliss=4.55, Synergy_Loewe=-0.182, Synergy_HSA=-0.387. (4) Drug 1: CC1=C(C(=CC=C1)Cl)NC(=O)C2=CN=C(S2)NC3=CC(=NC(=N3)C)N4CCN(CC4)CCO. Drug 2: CC(C)CN1C=NC2=C1C3=CC=CC=C3N=C2N. Cell line: K-562. Synergy scores: CSS=65.0, Synergy_ZIP=2.28, Synergy_Bliss=2.00, Synergy_Loewe=-14.5, Synergy_HSA=0.901. (5) Drug 1: C1=NC2=C(N1)C(=S)N=C(N2)N. Drug 2: C(CCl)NC(=O)N(CCCl)N=O. Cell line: TK-10. Synergy scores: CSS=16.0, Synergy_ZIP=-8.38, Synergy_Bliss=1.77, Synergy_Loewe=-14.9, Synergy_HSA=-0.810.